Dataset: Experimentally validated miRNA-target interactions with 360,000+ pairs, plus equal number of negative samples. Task: Binary Classification. Given a miRNA mature sequence and a target amino acid sequence, predict their likelihood of interaction. The miRNA is mmu-miR-7115-3p with sequence ACUUGGUCCCCUGCCCCCACAG. The protein sequence of the target gene is MEKVQYLTRSAIRRASTIEMPQQARQNLQNLFINFCLILICLLLICIIVMLL. Result: 0 (no interaction).